Predict the reactants needed to synthesize the given product. From a dataset of Full USPTO retrosynthesis dataset with 1.9M reactions from patents (1976-2016). Given the product [N:16]([CH:13]([C:3]1[N:4]=[C:5]2[S:11][CH:10]=[C:9]([CH3:12])[N:6]2[C:7](=[O:8])[C:2]=1[Br:1])[CH3:14])=[N+:17]=[N-:18], predict the reactants needed to synthesize it. The reactants are: [Br:1][C:2]1[C:7](=[O:8])[N:6]2[C:9]([CH3:12])=[CH:10][S:11][C:5]2=[N:4][C:3]=1[CH:13](Br)[CH3:14].[N-:16]=[N+:17]=[N-:18].[Na+].